Predict the reactants needed to synthesize the given product. From a dataset of Full USPTO retrosynthesis dataset with 1.9M reactions from patents (1976-2016). (1) Given the product [CH2:21]([NH:13][S:10]([C:24]([CH3:26])([CH3:14])[CH3:23])(=[O:11])=[O:12])[CH3:22], predict the reactants needed to synthesize it. The reactants are: C(C1C=CSC=1[S:10]([NH2:13])(=[O:12])=[O:11])(C)(C)C.[C:14](=O)([O-])[O-].[K+].[K+].I[CH2:21][CH3:22].[CH3:23][C:24]([CH3:26])=O. (2) Given the product [CH2:16]([C@H:23]1[CH2:27][N:26]([C:13](=[O:15])[CH2:12][C:11]2[C:10]3[C:5](=[CH:6][CH:7]=[CH:8][CH:9]=3)[NH:4][C:3]=2[CH3:2])[C@H:25]([C:28]([NH:30][C:31]2[CH:36]=[CH:35][C:34]([O:37][C:38]3[CH:39]=[CH:40][C:41]([F:44])=[CH:42][CH:43]=3)=[CH:33][CH:32]=2)=[O:29])[CH2:24]1)[C:17]1[CH:18]=[CH:19][CH:20]=[CH:21][CH:22]=1, predict the reactants needed to synthesize it. The reactants are: Cl.[CH3:2][C:3]1[NH:4][C:5]2[C:10]([C:11]=1[CH2:12][C:13]([OH:15])=O)=[CH:9][CH:8]=[CH:7][CH:6]=2.[CH2:16]([C@H:23]1[CH2:27][NH:26][C@H:25]([C:28]([NH:30][C:31]2[CH:36]=[CH:35][C:34]([O:37][C:38]3[CH:43]=[CH:42][C:41]([F:44])=[CH:40][CH:39]=3)=[CH:33][CH:32]=2)=[O:29])[CH2:24]1)[C:17]1[CH:22]=[CH:21][CH:20]=[CH:19][CH:18]=1. (3) The reactants are: FF.[N+:3]([CH2:5][C:6]([O:8][CH2:9][CH3:10])=[O:7])#[C-:4].[H-].[Na+].[F:13][C:14]([F:25])([F:24])/[C:15](/Cl)=[N:16]/[C:17]1[CH:22]=[CH:21][CH:20]=[CH:19][N:18]=1. Given the product [N:18]1[CH:19]=[CH:20][CH:21]=[CH:22][C:17]=1[N:16]1[C:15]([C:14]([F:13])([F:24])[F:25])=[C:5]([C:6]([O:8][CH2:9][CH3:10])=[O:7])[N:3]=[CH:4]1, predict the reactants needed to synthesize it. (4) Given the product [CH3:15][O:14][C:11]1[CH:10]=[C:4]2[C:3]([CH2:2][N:16]([C:17]3[CH:18]=[C:19]4[CH:20]=[CH:21][N:22]([CH3:26])[C:23]4=[N:24][CH:25]=3)[C:5]2=[O:7])=[CH:13][CH:12]=1, predict the reactants needed to synthesize it. The reactants are: Br[CH2:2][C:3]1[CH:13]=[CH:12][C:11]([O:14][CH3:15])=[CH:10][C:4]=1[C:5]([O:7]CC)=O.[NH2:16][C:17]1[CH:18]=[C:19]2[C:23](=[N:24][CH:25]=1)[N:22]([CH3:26])[CH:21]=[CH:20]2.C(N(CC)C(C)C)(C)C.[OH-].[Li+]. (5) Given the product [Cl:9][C:10]1[C:17]([CH3:1])=[C:16]([F:18])[CH:15]=[CH:14][C:11]=1[C:12]#[N:13], predict the reactants needed to synthesize it. The reactants are: [CH:1]([N-]C(C)C)(C)C.[Li+].[Cl:9][C:10]1[CH:17]=[C:16]([F:18])[CH:15]=[CH:14][C:11]=1[C:12]#[N:13].IC.CCCCCC.CCOC(C)=O. (6) The reactants are: [C:1]([N:8]([CH3:28])[CH:9]1[CH2:14][CH2:13][CH:12]([NH:15][CH2:16][C:17]2[CH:18]=[C:19](B(O)O)[CH:20]=[CH:21][C:22]=2[O:23][CH3:24])[CH2:11][CH2:10]1)([O:3][C:4]([CH3:7])([CH3:6])[CH3:5])=[O:2].Br[C:30]1[CH:31]=[C:32]([S:36][CH3:37])[CH:33]=[CH:34][CH:35]=1.[Cl:38][C:39]1[C:40]2[C:50]([F:51])=[CH:49][CH:48]=[C:47]([F:52])[C:41]=2[S:42][C:43]=1[C:44](Cl)=[O:45]. Given the product [Cl:38][C:39]1[C:40]2[C:50]([F:51])=[CH:49][CH:48]=[C:47]([F:52])[C:41]=2[S:42][C:43]=1[C:44]([N:15]([CH2:16][C:17]1[CH:18]=[C:19]([C:34]2[CH:35]=[CH:30][CH:31]=[C:32]([S:36][CH3:37])[CH:33]=2)[CH:20]=[CH:21][C:22]=1[O:23][CH3:24])[CH:12]1[CH2:13][CH2:14][CH:9]([N:8]([CH3:28])[C:1](=[O:2])[O:3][C:4]([CH3:7])([CH3:6])[CH3:5])[CH2:10][CH2:11]1)=[O:45], predict the reactants needed to synthesize it.